Dataset: Full USPTO retrosynthesis dataset with 1.9M reactions from patents (1976-2016). Task: Predict the reactants needed to synthesize the given product. Given the product [NH2:32][CH2:31][C:28]1[CH:27]=[CH:26][CH:25]=[C:24]2[C:29]=1[CH2:30][N:22]([C:21]1[C:15]3[C:16](=[N:17][CH:18]=[C:13]([C:10]4[CH:11]=[CH:12][C:7]([S:4]([CH:1]([CH3:3])[CH3:2])(=[O:6])=[O:5])=[CH:8][CH:9]=4)[N:14]=3)[NH:19][CH:20]=1)[C:23]2=[O:33], predict the reactants needed to synthesize it. The reactants are: [CH:1]([S:4]([C:7]1[CH:12]=[CH:11][C:10]([C:13]2[N:14]=[C:15]3[C:21]([N:22]4[CH2:30][C:29]5[C:28]([C:31]#[N:32])=[CH:27][CH:26]=[CH:25][C:24]=5[C:23]4=[O:33])=[CH:20][N:19](C(C4C=CC=CC=4)(C4C=CC=CC=4)C4C=CC=CC=4)[C:16]3=[N:17][CH:18]=2)=[CH:9][CH:8]=1)(=[O:6])=[O:5])([CH3:3])[CH3:2].CO.[BH4-].[Na+].